This data is from Catalyst prediction with 721,799 reactions and 888 catalyst types from USPTO. The task is: Predict which catalyst facilitates the given reaction. Reactant: CC(C[AlH]CC(C)C)C.[C:10]1([C:16]2([C:19]3[N:24]=[C:23]4[S:25][C:26]([C:28]5[CH:35]=[CH:34][C:31]([C:32]#N)=[CH:30][CH:29]=5)=[N:27][C:22]4=[CH:21][CH:20]=3)[CH2:18][CH2:17]2)[CH:15]=[CH:14][CH:13]=[CH:12][CH:11]=1.C(C(C(C([O-])=O)O)O)([O-])=[O:37]. Product: [C:10]1([C:16]2([C:19]3[N:24]=[C:23]4[S:25][C:26]([C:28]5[CH:35]=[CH:34][C:31]([CH:32]=[O:37])=[CH:30][CH:29]=5)=[N:27][C:22]4=[CH:21][CH:20]=3)[CH2:18][CH2:17]2)[CH:15]=[CH:14][CH:13]=[CH:12][CH:11]=1. The catalyst class is: 2.